Dataset: Full USPTO retrosynthesis dataset with 1.9M reactions from patents (1976-2016). Task: Predict the reactants needed to synthesize the given product. (1) The reactants are: [Si:1]([O:8][C@@H:9]1[C@@H:14]([CH3:15])[CH2:13][N:12]([C:16]2[C:21]([N+:22]([O-])=O)=[CH:20][N:19]=[C:18]3[O:25][CH2:26][CH2:27][C:17]=23)[CH2:11][C@H:10]1[NH:28][C:29](=[O:35])[O:30][C:31]([CH3:34])([CH3:33])[CH3:32])([C:4]([CH3:7])([CH3:6])[CH3:5])([CH3:3])[CH3:2].[Cl-].[NH4+].O. Given the product [NH2:22][C:21]1[C:16]([N:12]2[CH2:13][C@H:14]([CH3:15])[C@@H:9]([O:8][Si:1]([C:4]([CH3:6])([CH3:5])[CH3:7])([CH3:2])[CH3:3])[C@H:10]([NH:28][C:29](=[O:35])[O:30][C:31]([CH3:34])([CH3:33])[CH3:32])[CH2:11]2)=[C:17]2[CH2:27][CH2:26][O:25][C:18]2=[N:19][CH:20]=1, predict the reactants needed to synthesize it. (2) Given the product [C:19]1([C:27]2[CH:28]=[CH:29][CH:30]=[CH:31][CH:32]=2)[CH:20]=[CH:21][C:22]([CH2:25][NH:26][C:16]([C@@H:4]2[CH2:3][C@@H:2]([OH:1])[CH2:6][N:5]2[C:7](=[O:15])[CH2:8][C:9]2[O:13][N:12]=[C:11]([CH3:14])[CH:10]=2)=[O:18])=[CH:23][CH:24]=1, predict the reactants needed to synthesize it. The reactants are: [OH:1][C@H:2]1[CH2:6][N:5]([C:7](=[O:15])[CH2:8][C:9]2[O:13][N:12]=[C:11]([CH3:14])[CH:10]=2)[C@H:4]([C:16]([OH:18])=O)[CH2:3]1.[C:19]1([C:27]2[CH:32]=[CH:31][CH:30]=[CH:29][CH:28]=2)[CH:24]=[CH:23][C:22]([CH2:25][NH2:26])=[CH:21][CH:20]=1.CCN(C(C)C)C(C)C.CN(C(ON1N=NC2C=CC=NC1=2)=[N+](C)C)C.F[P-](F)(F)(F)(F)F. (3) Given the product [CH2:1]([NH:8][C:14]([C:10]1[S:9][CH:13]=[CH:12][CH:11]=1)=[O:15])[C:2]1[CH:7]=[CH:6][CH:5]=[CH:4][CH:3]=1, predict the reactants needed to synthesize it. The reactants are: [CH2:1]([NH2:8])[C:2]1[CH:7]=[CH:6][CH:5]=[CH:4][CH:3]=1.[S:9]1[CH:13]=[CH:12][CH:11]=[C:10]1[C:14](Cl)=[O:15]. (4) Given the product [CH3:48][C:44]1([CH3:49])[CH2:45][CH2:46][CH2:47][N:42]([CH2:40][CH2:39][O:37][C:36]2[CH:35]=[CH:34][C:4]([CH2:5][CH2:7][NH:8][C:9]3[CH:14]=[C:13]([O:15][CH3:16])[CH:12]=[CH:11][C:10]=3[CH:17]3[CH2:26][CH2:25][C:24]4[CH:23]=[C:22]([OH:27])[CH:21]=[CH:20][C:19]=4[CH2:18]3)=[CH:3][C:2]=2[F:1])[CH2:43]1, predict the reactants needed to synthesize it. The reactants are: [F:1][C:2]1[CH:3]=[C:4]([CH:34]=[CH:35][C:36]=1[OH:37])[C:5]([CH2:7][NH:8][C:9]1[CH:14]=[C:13]([O:15][CH3:16])[CH:12]=[CH:11][C:10]=1[CH:17]1[CH2:26][CH2:25][C:24]2[CH:23]=[C:22]([O:27]C(=O)C(C)(C)C)[CH:21]=[CH:20][C:19]=2[CH2:18]1)=O.Br[CH2:39][C:40]([N:42]1[CH2:47][CH2:46][CH2:45][C:44]([CH3:49])([CH3:48])[CH2:43]1)=O. (5) Given the product [Cl:1][C:2]1[CH:3]=[CH:4][C:5]([CH2:6][N:7]2[CH2:8][CH2:9][CH:10]([N:13]([CH2:29][C@@:27]([OH:28])([CH3:30])[CH2:26][O:25][C:19]3[CH:18]=[C:17]([F:16])[CH:22]=[CH:21][C:20]=3[CH2:23][OH:24])[C:31](=[O:37])[O:32][C:33]([CH3:36])([CH3:35])[CH3:34])[CH2:11][CH2:12]2)=[CH:14][CH:15]=1, predict the reactants needed to synthesize it. The reactants are: [Cl:1][C:2]1[CH:15]=[CH:14][C:5]([CH2:6][N:7]2[CH2:12][CH2:11][CH:10]([NH2:13])[CH2:9][CH2:8]2)=[CH:4][CH:3]=1.[F:16][C:17]1[CH:22]=[CH:21][C:20]([CH2:23][OH:24])=[C:19]([O:25][CH2:26][C@:27]2([CH3:30])[CH2:29][O:28]2)[CH:18]=1.[C:31](=O)([O:37]C(C)(C)C)[O:32][C:33]([CH3:36])([CH3:35])[CH3:34].